Dataset: Catalyst prediction with 721,799 reactions and 888 catalyst types from USPTO. Task: Predict which catalyst facilitates the given reaction. (1) The catalyst class is: 4. Reactant: [CH2:1]([C@H:8]([NH:21][C:22]([C@@H:24]([NH:34][C:35]([C@@H:37]([NH:41][C:42]([CH:44]1[CH2:52][C:51]2[C:46](=[CH:47][CH:48]=[CH:49][CH:50]=2)[CH2:45]1)=[O:43])[CH:38]1[CH2:40][CH2:39]1)=[O:36])[CH2:25][C:26]1[CH:31]=[CH:30][C:29]([O:32][CH3:33])=[CH:28][CH:27]=1)=[O:23])[CH:9]([C:11](=[O:20])[NH:12][CH2:13][C:14]1[CH:19]=[CH:18][CH:17]=[CH:16][CH:15]=1)[OH:10])[C:2]1[CH:7]=[CH:6][CH:5]=[CH:4][CH:3]=1.CC(OI1(OC(C)=O)(OC(C)=O)OC(=O)C2C=CC=CC1=2)=O. Product: [CH2:1]([C@H:8]([NH:21][C:22]([C@@H:24]([NH:34][C:35]([C@@H:37]([NH:41][C:42]([CH:44]1[CH2:45][C:46]2[C:51](=[CH:50][CH:49]=[CH:48][CH:47]=2)[CH2:52]1)=[O:43])[CH:38]1[CH2:40][CH2:39]1)=[O:36])[CH2:25][C:26]1[CH:27]=[CH:28][C:29]([O:32][CH3:33])=[CH:30][CH:31]=1)=[O:23])[C:9]([C:11](=[O:20])[NH:12][CH2:13][C:14]1[CH:15]=[CH:16][CH:17]=[CH:18][CH:19]=1)=[O:10])[C:2]1[CH:7]=[CH:6][CH:5]=[CH:4][CH:3]=1. (2) Reactant: C1C=CC(P(C2C=CC=CC=2)C2C=CC=CC=2)=CC=1.[CH3:20][C:21]1[C:25](B2OC(C)(C)C(C)(C)O2)=[C:24]([CH3:35])[O:23][N:22]=1.I[C:37]1[CH:38]=[C:39]([CH:41]=[CH:42][C:43]=1[O:44][CH3:45])[NH2:40].C([O-])([O-])=O.[Cs+].[Cs+]. Product: [CH3:20][C:21]1[C:25]([C:37]2[CH:38]=[C:39]([CH:41]=[CH:42][C:43]=2[O:44][CH3:45])[NH2:40])=[C:24]([CH3:35])[O:23][N:22]=1. The catalyst class is: 318. (3) The catalyst class is: 17. Product: [F:21][C:19]1[CH:18]=[C:8]([NH:9][C:10]2[CH:15]=[CH:14][C:13]([I:16])=[CH:12][C:11]=2[F:17])[C:7]([N+:22]([O-:24])=[O:23])=[C:6]([CH:20]=1)[O:5][C:4]1[CH:3]=[C:2]([NH:1][S:57]([CH2:55][CH3:56])(=[O:59])=[O:58])[CH:27]=[CH:26][CH:25]=1. Reactant: [NH2:1][C:2]1[CH:3]=[C:4]([CH:25]=[CH:26][CH:27]=1)[O:5][C:6]1[C:7]([N+:22]([O-:24])=[O:23])=[C:8]([CH:18]=[C:19]([F:21])[CH:20]=1)[NH:9][C:10]1[CH:15]=[CH:14][C:13]([I:16])=[CH:12][C:11]=1[F:17].NC1C=C(C=CC=1)OC1C=C(F)C([N+]([O-])=O)=C(C=1)NC1C=CC(I)=CC=1F.[CH2:55]([S:57](Cl)(=[O:59])=[O:58])[CH3:56].FC1C([N+]([O-])=O)=C(C=C(NC2C=CC(I)=CC=2F)C=1)OC1C=C(NS(CC)(=O)=O)C=CC=1. (4) Reactant: [O:1]1[CH2:6][CH2:5][C:4](=[O:7])[CH2:3][CH2:2]1.[Li+].CC([N-]C(C)C)C.C(NC(C)C)(C)C.[Li]CCCC.CN(P(N(C)C)(N(C)C)=O)C.[CH2:39]([O:41][C:42](=[O:45])C#N)[CH3:40]. Product: [O:7]=[C:4]1[CH2:5][CH2:6][O:1][CH2:2][CH:3]1[C:42]([O:41][CH2:39][CH3:40])=[O:45]. The catalyst class is: 7. (5) Reactant: [CH:1]1([N:6]([CH3:25])[C:7]2[CH:12]=[CH:11][C:10]([C:13]3[CH:18]=[CH:17][CH:16]=[CH:15][C:14]=3[C:19]3[NH:23][N:22]=[N:21][N:20]=3)=[CH:9][C:8]=2[NH2:24])[CH2:5][CH2:4][CH2:3][CH2:2]1.[N:26]([C:29]1[CH:34]=[CH:33][C:32]([CH3:35])=[CH:31][CH:30]=1)=[C:27]=[O:28]. Product: [CH:1]1([N:6]([CH3:25])[C:7]2[CH:12]=[CH:11][C:10]([C:13]3[CH:18]=[CH:17][CH:16]=[CH:15][C:14]=3[C:19]3[NH:23][N:22]=[N:21][N:20]=3)=[CH:9][C:8]=2[NH:24][C:27]([NH:26][C:29]2[CH:34]=[CH:33][C:32]([CH3:35])=[CH:31][CH:30]=2)=[O:28])[CH2:2][CH2:3][CH2:4][CH2:5]1. The catalyst class is: 1. (6) Reactant: [CH:1]1([C:4]2[N:9]=[C:8]([C:10]3[NH:27][C:13]4=[N:14][C:15]([N:18]5[CH2:23][CH2:22][CH2:21][C@@H:20]([C:24](O)=[O:25])[CH2:19]5)=[CH:16][CH:17]=[C:12]4[N:11]=3)[CH:7]=[CH:6][N:5]=2)[CH2:3][CH2:2]1.CCN=C=NCCCN(C)C.[OH:39][C:40]1[C:48]2[N:47]=NN[C:44]=2[CH:43]=[CH:42]C=1.C(N(CC)CC)C.[C@@H]12O[C@@H](CC1)CNC2. Product: [C@@H:43]12[CH2:44][C@@H:48]([N:47]([C:24]([C@@H:20]3[CH2:21][CH2:22][CH2:23][N:18]([C:15]4[N:14]=[C:13]5[NH:27][C:10]([C:8]6[CH:7]=[CH:6][N:5]=[C:4]([CH:1]7[CH2:3][CH2:2]7)[N:9]=6)=[N:11][C:12]5=[CH:17][CH:16]=4)[CH2:19]3)=[O:25])[CH2:42]1)[CH2:40][O:39]2. The catalyst class is: 546.